This data is from Forward reaction prediction with 1.9M reactions from USPTO patents (1976-2016). The task is: Predict the product of the given reaction. (1) Given the reactants [C:1]([OH:4])(=[O:3])[CH3:2].[OH:5][C@H:6]([C:33]1[CH:38]=[CH:37][C:36]([OH:39])=[C:35]([CH2:40][OH:41])[CH:34]=1)[CH2:7][NH:8][CH2:9][CH2:10][CH2:11][CH2:12][CH2:13][CH2:14][O:15][CH2:16][CH2:17][CH2:18][CH2:19][C:20]1[CH:21]=[C:22]([N:26]2[C:30](=[O:31])[CH2:29][NH:28][C:27]2=[O:32])[CH:23]=[CH:24][CH:25]=1.[CH:42]1([NH2:47])[CH2:46][CH2:45][CH2:44][CH2:43]1, predict the reaction product. The product is: [C:1]([OH:4])(=[O:3])[CH3:2].[CH:42]1([NH:47][C:30](=[O:31])[CH2:29][NH:28][C:27]([NH:26][C:22]2[CH:23]=[CH:24][CH:25]=[C:20]([CH2:19][CH2:18][CH2:17][CH2:16][O:15][CH2:14][CH2:13][CH2:12][CH2:11][CH2:10][CH2:9][NH:8][CH2:7][C@H:6]([OH:5])[C:33]3[CH:38]=[CH:37][C:36]([OH:39])=[C:35]([CH2:40][OH:41])[CH:34]=3)[CH:21]=2)=[O:32])[CH2:46][CH2:45][CH2:44][CH2:43]1. (2) Given the reactants [C:1]([O:5][C:6](=[O:16])[NH:7][CH2:8][CH2:9][CH2:10][NH:11][C@H:12]([C:14]#[CH:15])[CH3:13])([CH3:4])([CH3:3])[CH3:2].[C:17](O[C:17]([O:19][C:20]([CH3:23])([CH3:22])[CH3:21])=[O:18])([O:19][C:20]([CH3:23])([CH3:22])[CH3:21])=[O:18].C([O-])(O)=O.[Na+], predict the reaction product. The product is: [CH3:13][C@H:12]([N:11]([CH2:10][CH2:9][CH2:8][NH:7][C:6]([O:5][C:1]([CH3:3])([CH3:2])[CH3:4])=[O:16])[C:17](=[O:18])[O:19][C:20]([CH3:23])([CH3:22])[CH3:21])[C:14]#[CH:15]. (3) Given the reactants [CH3:1][N:2]1[C:6]2=[N:7][CH:8]=[CH:9][CH:10]=[C:5]2[N:4]=[C:3]1S(C)(=O)=O.[CH2:15]([N:17]1[C:25]2[C:20](=[N:21][CH:22]=[CH:23][C:24]=2[CH3:26])[N:19]([C:27]2[CH:32]=[CH:31][C:30]([OH:33])=[CH:29][CH:28]=2)[C:18]1=[O:34])[CH3:16].[H-].[Na+].C(O)C, predict the reaction product. The product is: [CH2:15]([N:17]1[C:25]2[C:20](=[N:21][CH:22]=[CH:23][C:24]=2[CH3:26])[N:19]([C:27]2[CH:32]=[CH:31][C:30]([O:33][C:3]3[N:2]([CH3:1])[C:6]4=[N:7][CH:8]=[CH:9][CH:10]=[C:5]4[N:4]=3)=[CH:29][CH:28]=2)[C:18]1=[O:34])[CH3:16]. (4) The product is: [O:25]=[C:24]1[NH:23][CH2:22][CH2:21][N:1]1[CH:2]1[CH2:3][N:4]([C:6]([O:8][C:9]([CH3:12])([CH3:11])[CH3:10])=[O:7])[CH2:5]1. Given the reactants [NH2:1][CH:2]1[CH2:5][N:4]([C:6]([O:8][C:9]([CH3:12])([CH3:11])[CH3:10])=[O:7])[CH2:3]1.C(N(CC)CC)C.Cl[CH2:21][CH2:22][N:23]=[C:24]=[O:25].[H-].[Na+], predict the reaction product. (5) The product is: [CH3:12][C:13]1[CH:14]=[C:15]([NH2:21])[C:16]([NH:20][CH:2]([CH3:11])[CH2:3][CH2:4][C:5]2[CH:10]=[CH:9][CH:8]=[CH:7][CH:6]=2)=[CH:17][C:18]=1[CH3:19]. Given the reactants Br[CH:2]([CH3:11])[CH2:3][CH2:4][C:5]1[CH:10]=[CH:9][CH:8]=[CH:7][CH:6]=1.[CH3:12][C:13]1[C:18]([CH3:19])=[CH:17][C:16]([NH2:20])=[C:15]([NH2:21])[CH:14]=1.C(=O)(O)[O-].[Na+], predict the reaction product.